This data is from Forward reaction prediction with 1.9M reactions from USPTO patents (1976-2016). The task is: Predict the product of the given reaction. (1) Given the reactants [OH-].[Na+].C[O:4][C:5](=O)[C:6]1[CH:11]=[C:10]([O:12][CH2:13][CH2:14][CH3:15])[CH:9]=[CH:8][C:7]=1[I:16].Cl.C1N=C[N:21](C(N2C=NC=C2)=O)C=1.N, predict the reaction product. The product is: [I:16][C:7]1[CH:8]=[CH:9][C:10]([O:12][CH2:13][CH2:14][CH3:15])=[CH:11][C:6]=1[C:5]([NH2:21])=[O:4]. (2) Given the reactants [CH:1]1[C:11]2[CH:10]=[CH:9][C:8]3[CH:12]=[CH:13][CH:14]=[CH:15][C:7]=3[CH:6]([O:16][CH2:17][CH2:18][OH:19])[C:5]=2[CH:4]=[CH:3][CH:2]=1.C(P(CCCC)CCCC)CCC.[CH2:33]([O:35][C:36](=[O:49])[CH:37]([O:46][CH2:47][CH3:48])[CH2:38][C:39]1[CH:44]=[CH:43][C:42](O)=[CH:41][CH:40]=1)[CH3:34].O, predict the reaction product. The product is: [CH2:33]([O:35][C:36](=[O:49])[CH:37]([O:46][CH2:47][CH3:48])[CH2:38][C:39]1[CH:44]=[CH:43][C:42]([O:19][CH2:18][CH2:17][O:16][CH:6]2[C:7]3[CH:15]=[CH:14][CH:13]=[CH:12][C:8]=3[CH:9]=[CH:10][C:11]3[CH:1]=[CH:2][CH:3]=[CH:4][C:5]2=3)=[CH:41][CH:40]=1)[CH3:34]. (3) Given the reactants Cl.[C:2]1(=[O:12])[C:6]2([CH2:11][CH2:10][CH2:9][NH:8][CH2:7]2)[CH2:5][CH2:4][O:3]1.C(N(CC)CC)C.[F:20][C:21]([F:34])([F:33])[O:22][C:23]1[CH:28]=[CH:27][C:26]([S:29](Cl)(=[O:31])=[O:30])=[CH:25][CH:24]=1, predict the reaction product. The product is: [F:34][C:21]([F:20])([F:33])[O:22][C:23]1[CH:28]=[CH:27][C:26]([S:29]([N:8]2[CH2:9][CH2:10][CH2:11][C:6]3([C:2](=[O:12])[O:3][CH2:4][CH2:5]3)[CH2:7]2)(=[O:31])=[O:30])=[CH:25][CH:24]=1. (4) Given the reactants [CH3:1][C:2]1([CH3:22])[CH2:8][NH:7][CH2:6][CH2:5][CH2:4][N:3]1[S:9]([C:12]1[CH:13]=[C:14]2[C:19](=[CH:20][CH:21]=1)[CH:18]=[N:17][CH:16]=[CH:15]2)(=[O:11])=[O:10].[ClH:23].C(OCC)C, predict the reaction product. The product is: [ClH:23].[ClH:23].[CH3:1][C:2]1([CH3:22])[CH2:8][NH:7][CH2:6][CH2:5][CH2:4][N:3]1[S:9]([C:12]1[CH:13]=[C:14]2[C:19](=[CH:20][CH:21]=1)[CH:18]=[N:17][CH:16]=[CH:15]2)(=[O:11])=[O:10]. (5) Given the reactants [NH2:1][C:2]1(O)[CH:7]=[CH:6]C(OC)=C[CH2:3]1.[C:11]([O:14][C:15](=O)[CH3:16])(=O)C.[C:18]([O-])(=[O:20])[CH3:19].[Na+].[OH2:23], predict the reaction product. The product is: [OH:23][C:7]1[CH:6]=[CH:16][C:15]([O:14][CH3:11])=[CH:3][C:2]=1[NH:1][C:18](=[O:20])[CH3:19]. (6) The product is: [CH:1]1[C:10]2[C:5](=[CH:6][CH:7]=[CH:8][CH:9]=2)[CH:4]=[CH:3][C:2]=1[CH:11]=[N:27][S:24]([C:22]1[CH:21]=[CH:20][C:19]2[O:13][CH2:14][CH2:15][CH2:16][O:17][C:18]=2[CH:23]=1)(=[O:25])=[O:26]. Given the reactants [CH:1]1[C:10]2[C:5](=[CH:6][CH:7]=[CH:8][CH:9]=2)[CH:4]=[CH:3][C:2]=1[CH:11]=O.[O:13]1[C:19]2[CH:20]=[CH:21][C:22]([S:24]([NH2:27])(=[O:26])=[O:25])=[CH:23][C:18]=2[O:17][CH2:16][CH2:15][CH2:14]1.O.[O-2].[O-2].[O-2].O=[Si]=O.O=[Si]=O.O=[Si]=O.O=[Si]=O.[Al+3].[Al+3], predict the reaction product.